From a dataset of Forward reaction prediction with 1.9M reactions from USPTO patents (1976-2016). Predict the product of the given reaction. (1) Given the reactants C([O:5][C:6](=[O:35])[CH:7]([O:9][C:10]1[CH:15]=[CH:14][C:13]([CH2:16][NH:17][C:18]([C:20]2[C:21]([O:26][C:27]3[CH:32]=[CH:31][C:30]([F:33])=[CH:29][CH:28]=3)=[N:22][CH:23]=[CH:24][CH:25]=2)=[O:19])=[C:12]([F:34])[CH:11]=1)[CH3:8])(C)(C)C.C(OC(=O)C(OC1C=CC(CNC(C2C(OC3C=CC4=NON=C4C=3)=NC=CC=2)=O)=C(F)C=1)C)(C)(C)C, predict the reaction product. The product is: [F:34][C:12]1[CH:11]=[C:10]([CH:15]=[CH:14][C:13]=1[CH2:16][NH:17][C:18]([C:20]1[C:21]([O:26][C:27]2[CH:32]=[CH:31][C:30]([F:33])=[CH:29][CH:28]=2)=[N:22][CH:23]=[CH:24][CH:25]=1)=[O:19])[O:9][CH:7]([CH3:8])[C:6]([OH:35])=[O:5]. (2) Given the reactants [C:1]([O:5][C:6](=[O:19])[NH:7][C:8]1[CH:13]=[CH:12][C:11]([C:14]#[CH:15])=[CH:10][C:9]=1[N+:16]([O-:18])=[O:17])([CH3:4])([CH3:3])[CH3:2].[F:20][C:21]1[CH:26]=[C:25]([F:27])[CH:24]=[CH:23][C:22]=1I, predict the reaction product. The product is: [C:1]([O:5][C:6](=[O:19])[NH:7][C:8]1[CH:13]=[CH:12][C:11]([C:14]#[C:15][C:24]2[CH:23]=[CH:22][C:21]([F:20])=[CH:26][C:25]=2[F:27])=[CH:10][C:9]=1[N+:16]([O-:18])=[O:17])([CH3:4])([CH3:2])[CH3:3].